Dataset: Forward reaction prediction with 1.9M reactions from USPTO patents (1976-2016). Task: Predict the product of the given reaction. Given the reactants [Br:1][C:2]1[CH:10]=[C:9]([O:11][CH3:12])[CH:8]=[C:7]2[C:3]=1[CH:4]=[C:5]([C:13]([O:15]C)=O)[NH:6]2.[CH3:17][C:18](C)([O-])C.[K+].C(OC)(=O)C=C, predict the reaction product. The product is: [Br:1][C:2]1[C:3]2[CH:4]=[C:5]3[C:13](=[O:15])[CH2:18][CH2:17][N:6]3[C:7]=2[CH:8]=[C:9]([O:11][CH3:12])[CH:10]=1.